Regression/Classification. Given a drug SMILES string, predict its absorption, distribution, metabolism, or excretion properties. Task type varies by dataset: regression for continuous measurements (e.g., permeability, clearance, half-life) or binary classification for categorical outcomes (e.g., BBB penetration, CYP inhibition). Dataset: cyp2d6_veith. From a dataset of CYP2D6 inhibition data for predicting drug metabolism from PubChem BioAssay. (1) The molecule is CN(C)S(=O)(=O)c1ccc(NC(=O)c2c(F)cccc2Cl)cc1. The result is 0 (non-inhibitor). (2) The molecule is O=C(COc1ccccc1C(=O)N/N=C\c1ccc(O)c(O)c1)N/N=C/c1ccc(O)c(O)c1. The result is 0 (non-inhibitor). (3) The compound is Clc1ccccc1-c1nccc(-n2ccnc2)n1. The result is 1 (inhibitor). (4) The molecule is Cc1noc(C)c1C(=O)N1CCC2(CCCN(C(=O)Nc3ccccc3)C2)CC1. The result is 0 (non-inhibitor). (5) The compound is CCOCC(=O)Nc1cc(C(=O)Nc2ccccc2)ccc1Cl. The result is 0 (non-inhibitor). (6) The result is 0 (non-inhibitor). The molecule is O=C(O)c1cc(C(=O)C(=O)c2cc(C(=O)O)c(O)c3ccccc23)c2ccccc2c1O. (7) The compound is Clc1ccccc1-c1cncnc1NCc1cccs1. The result is 1 (inhibitor). (8) The molecule is COc1cc2nc(SCc3ccc(Cl)cc3Cl)n(Cc3cccs3)c(=N)c2cc1OC. The result is 1 (inhibitor). (9) The drug is C=Cc1ccc([C@H]2N[C@@H](C(=O)O)CC[C@@H]2C)cc1. The result is 0 (non-inhibitor). (10) The compound is CC(Sc1nnc(Cc2cccs2)n1C1CCCCC1)C(N)=O. The result is 0 (non-inhibitor).